This data is from Forward reaction prediction with 1.9M reactions from USPTO patents (1976-2016). The task is: Predict the product of the given reaction. (1) Given the reactants Br[C:2]1[CH:3]=[CH:4][C:5]([C:8]([OH:11])([CH3:10])[CH3:9])=[N:6][CH:7]=1.[F:12][C:13]1[CH:14]=[C:15]([N:28]2[CH2:32][C@H:31]([CH2:33][N:34]3[CH:38]=[CH:37][N:36]=[N:35]3)[O:30][C:29]2=[O:39])[CH:16]=[CH:17][C:18]=1B1OC(C)(C)C(C)(C)O1.C(=O)([O-])[O-].[Na+].[Na+], predict the reaction product. The product is: [F:12][C:13]1[CH:14]=[C:15]([N:28]2[CH2:32][C@H:31]([CH2:33][N:34]3[CH:38]=[CH:37][N:36]=[N:35]3)[O:30][C:29]2=[O:39])[CH:16]=[CH:17][C:18]=1[C:2]1[CH:7]=[N:6][C:5]([C:8]([OH:11])([CH3:10])[CH3:9])=[CH:4][CH:3]=1. (2) Given the reactants [NH2:1][C@H:2]1[CH2:7][CH2:6][CH2:5][CH2:4][C@@H:3]1[NH:8][CH:9]1[CH2:14][CH2:13][N:12]([C:15]2([CH3:25])[CH2:19][CH2:18][N:17]([C:20]([O:22][CH2:23][CH3:24])=[O:21])[CH2:16]2)[CH2:11][CH2:10]1.[C:26](N1C=CN=C1)(N1C=CN=C1)=[O:27], predict the reaction product. The product is: [CH3:25][C:15]1([N:12]2[CH2:13][CH2:14][CH:9]([N:8]3[C@H:3]4[CH2:4][CH2:5][CH2:6][CH2:7][C@@H:2]4[NH:1][C:26]3=[O:27])[CH2:10][CH2:11]2)[CH2:19][CH2:18][N:17]([C:20]([O:22][CH2:23][CH3:24])=[O:21])[CH2:16]1.